Dataset: Full USPTO retrosynthesis dataset with 1.9M reactions from patents (1976-2016). Task: Predict the reactants needed to synthesize the given product. (1) The reactants are: [NH2:1][C:2]1[C:11]2[N:12]=[C:13]([CH2:22][CH3:23])[N:14]([CH2:15][CH:16]3[CH2:21][CH2:20][O:19][CH2:18][CH2:17]3)[C:10]=2[C:9]2[CH:8]=[CH:7][C:6]([CH:24]=[CH:25][C:26]#[N:27])=[CH:5][C:4]=2[N:3]=1. Given the product [NH2:1][C:2]1[C:11]2[N:12]=[C:13]([CH2:22][CH3:23])[N:14]([CH2:15][CH:16]3[CH2:21][CH2:20][O:19][CH2:18][CH2:17]3)[C:10]=2[C:9]2[CH:8]=[CH:7][C:6]([CH2:24][CH2:25][C:26]#[N:27])=[CH:5][C:4]=2[N:3]=1, predict the reactants needed to synthesize it. (2) Given the product [C:1]([C:3]([N:4]1[CH2:5][CH2:6][N:7]([C:10]([O:12][C:13]([CH3:14])([CH3:15])[CH3:16])=[O:11])[CH2:8][CH2:9]1)=[CH:40][C:36]1[S:35][CH:39]=[CH:38][N:37]=1)#[N:2], predict the reactants needed to synthesize it. The reactants are: [C:1]([CH:3](P(OCC)(OCC)=O)[N:4]1[CH2:9][CH2:8][N:7]([C:10]([O:12][C:13]([CH3:16])([CH3:15])[CH3:14])=[O:11])[CH2:6][CH2:5]1)#[N:2].C[Si]([N-][Si](C)(C)C)(C)C.[Na+].[S:35]1[CH:39]=[CH:38][N:37]=[C:36]1[CH:40]=O. (3) Given the product [O:1]=[C:2]1[CH2:7][CH2:6][CH2:5][CH:4]([C:8]([O:10][CH2:15][C:16]2[CH:21]=[CH:20][CH:19]=[CH:18][CH:17]=2)=[O:9])[CH2:3]1, predict the reactants needed to synthesize it. The reactants are: [O:1]=[C:2]1[CH2:7][CH2:6][CH2:5][CH:4]([C:8]([OH:10])=[O:9])[CH2:3]1.C(Cl)CCl.[CH2:15](O)[C:16]1[CH:21]=[CH:20][CH:19]=[CH:18][CH:17]=1.